From a dataset of Reaction yield outcomes from USPTO patents with 853,638 reactions. Predict the reaction yield, written as a fraction of the theoretical maximum amount of product (1.0 means a 100% yield; for example, 0.34 means a 34% yield). The reactants are [Cl:1][C:2]1[CH:20]=[CH:19][C:5]([O:6][CH2:7][C:8]2[N:9]=[CH:10][CH:11]=[C:12]3[C:16]([CH3:17])=[C:15]([CH3:18])[NH:14][C:13]=23)=[CH:4][CH:3]=1.Cl. The catalyst is C(OCC)(=O)C. The product is [ClH:1].[Cl:1][C:2]1[CH:20]=[CH:19][C:5]([O:6][CH2:7][C:8]2[N:9]=[CH:10][CH:11]=[C:12]3[C:16]([CH3:17])=[C:15]([CH3:18])[NH:14][C:13]=23)=[CH:4][CH:3]=1. The yield is 0.900.